Dataset: Forward reaction prediction with 1.9M reactions from USPTO patents (1976-2016). Task: Predict the product of the given reaction. Given the reactants [CH3:1][O:2][C@@H:3]([C@@H:33]([N:38]([CH3:46])[C:39](=[O:45])[C@H:40]([CH:42]([CH3:44])[CH3:43])[NH2:41])[C@@H:34]([CH3:37])[CH2:35][CH3:36])[CH2:4][C:5]([N:7]1[CH2:11][CH2:10][CH2:9][C@H:8]1[C@H:12]([O:31][CH3:32])[C@@H:13]([CH3:30])[C:14](=[O:29])[NH:15][C@H:16]([C:24]1[S:25][CH:26]=[CH:27][N:28]=1)[CH2:17][C:18]1[CH:23]=[CH:22][CH:21]=[CH:20][CH:19]=1)=[O:6].CN([P+](Br)(N(C)C)N(C)C)C.F[P-](F)(F)(F)(F)F.C(N(C(C)C)CC)(C)C.[NH2:74][C:75]1([C:81](O)=[O:82])[CH2:80][CH2:79][CH2:78][CH2:77][CH2:76]1, predict the reaction product. The product is: [NH2:74][C:75]1([C:81]([NH:41][C@@H:40]([CH:42]([CH3:44])[CH3:43])[C:39]([N:38]([C@@H:33]([C@@H:34]([CH3:37])[CH2:35][CH3:36])[C@H:3]([O:2][CH3:1])[CH2:4][C:5]([N:7]2[CH2:11][CH2:10][CH2:9][C@H:8]2[C@H:12]([O:31][CH3:32])[C@@H:13]([CH3:30])[C:14](=[O:29])[NH:15][C@H:16]([C:24]2[S:25][CH:26]=[CH:27][N:28]=2)[CH2:17][C:18]2[CH:19]=[CH:20][CH:21]=[CH:22][CH:23]=2)=[O:6])[CH3:46])=[O:45])=[O:82])[CH2:80][CH2:79][CH2:78][CH2:77][CH2:76]1.